From a dataset of Retrosynthesis with 50K atom-mapped reactions and 10 reaction types from USPTO. Predict the reactants needed to synthesize the given product. (1) Given the product CN(C)N=Nc1c(C(N)=O)[se]c2ncccc12, predict the reactants needed to synthesize it. The reactants are: CCOC(=O)c1[se]c2ncccc2c1N=NN(C)C.[NH4+]. (2) The reactants are: CCOC(=O)c1cccc(N)c1.COC(=O)C(=O)c1ccc(CBr)cc1. Given the product CCOC(=O)c1cccc(NCc2ccc(C(=O)C(=O)OC)cc2)c1, predict the reactants needed to synthesize it. (3) Given the product Fc1cc2ncccc2cc1Br, predict the reactants needed to synthesize it. The reactants are: Nc1ccc(Br)c(F)c1.OCC(O)CO. (4) Given the product N#CC=Cc1ccc(Cl)c(C(F)(F)F)c1, predict the reactants needed to synthesize it. The reactants are: CCOP(=O)(CC#N)OCC.O=Cc1ccc(Cl)c(C(F)(F)F)c1. (5) Given the product Nc1cccc2c1C(=O)N(c1cccc(C(F)(F)F)c1)C2, predict the reactants needed to synthesize it. The reactants are: O=C1c2c(cccc2[N+](=O)[O-])CN1c1cccc(C(F)(F)F)c1. (6) Given the product CC(C)(/C=C/CN)c1cccc(OCc2ccccc2)c1, predict the reactants needed to synthesize it. The reactants are: CC(C)(/C=C/C#N)c1cccc(OCc2ccccc2)c1. (7) Given the product COC(=O)c1ccc([C@@H]2CC[C@H](N[C@H](C)c3ccc(F)c(OC)c3)C2)cc1, predict the reactants needed to synthesize it. The reactants are: COC(=O)c1ccc([C@@H]2CCC(=O)C2)cc1.COc1cc([C@@H](C)N)ccc1F.